From a dataset of Full USPTO retrosynthesis dataset with 1.9M reactions from patents (1976-2016). Predict the reactants needed to synthesize the given product. (1) Given the product [C:1](/[N:3]=[C:4](\[S:14][CH3:15])/[N:5]([C:6]1[CH:7]=[C:8]([Cl:13])[CH:9]=[C:10]([Cl:12])[CH:11]=1)[CH3:18])#[N:2], predict the reactants needed to synthesize it. The reactants are: [C:1](/[N:3]=[C:4](\[S:14][CH3:15])/[NH:5][C:6]1[CH:11]=[C:10]([Cl:12])[CH:9]=[C:8]([Cl:13])[CH:7]=1)#[N:2].[H-].[Na+].[CH3:18]I. (2) Given the product [CH3:1][O:2][C:3]1[CH:4]=[C:5]([OH:18])[CH:6]=[CH:7][C:8]=1[C:20]1[N:25]=[N:24][C:23]([N:26]([CH3:37])[CH:27]2[CH2:32][C:31]([CH3:33])([CH3:34])[NH:30][C:29]([CH3:36])([CH3:35])[CH2:28]2)=[CH:22][CH:21]=1, predict the reactants needed to synthesize it. The reactants are: [CH3:1][O:2][C:3]1[CH:4]=[C:5]([OH:18])[CH:6]=[CH:7][C:8]=1B1OC(C)(C)C(C)(C)O1.Cl[C:20]1[N:25]=[N:24][C:23]([N:26]([CH3:37])[CH:27]2[CH2:32][C:31]([CH3:34])([CH3:33])[NH:30][C:29]([CH3:36])([CH3:35])[CH2:28]2)=[CH:22][CH:21]=1.C([O-])(O)=O.[Na+].O1CCOCC1.